This data is from Peptide-MHC class I binding affinity with 185,985 pairs from IEDB/IMGT. The task is: Regression. Given a peptide amino acid sequence and an MHC pseudo amino acid sequence, predict their binding affinity value. This is MHC class I binding data. (1) The peptide sequence is AVMFFPFWF. The MHC is HLA-A02:06 with pseudo-sequence HLA-A02:06. The binding affinity (normalized) is 0. (2) The peptide sequence is YIDISDVKV. The MHC is HLA-A02:01 with pseudo-sequence HLA-A02:01. The binding affinity (normalized) is 0.501. (3) The binding affinity (normalized) is 0.778. The peptide sequence is KSLYNTIAVLY. The MHC is HLA-B15:17 with pseudo-sequence HLA-B15:17. (4) The MHC is HLA-B35:01 with pseudo-sequence HLA-B35:01. The binding affinity (normalized) is 0.348. The peptide sequence is SLFTEQAFY. (5) The peptide sequence is RWRRRWQQL. The MHC is HLA-B27:05 with pseudo-sequence HLA-B27:05. The binding affinity (normalized) is 0.472.